Task: Predict the product of the given reaction.. Dataset: Forward reaction prediction with 1.9M reactions from USPTO patents (1976-2016) (1) Given the reactants Cl[CH2:2][CH2:3][CH2:4][CH2:5][N:6]1[C:14]2[CH2:13][CH2:12][CH2:11][C:10](=[O:15])[C:9]=2[CH:8]=[CH:7]1.OC(C)(C)CC(=O)C.[I-].[Na+].[F:26][C:27]([F:41])([F:40])[C:28]1[CH:29]=[C:30]([N:34]2[CH2:39][CH2:38][NH:37][CH2:36][CH2:35]2)[CH:31]=[CH:32][CH:33]=1.C(=O)([O-])[O-].[K+].[K+], predict the reaction product. The product is: [F:41][C:27]([F:26])([F:40])[C:28]1[CH:29]=[C:30]([N:34]2[CH2:39][CH2:38][N:37]([CH2:2][CH2:3][CH2:4][CH2:5][N:6]3[C:14]4[CH2:13][CH2:12][CH2:11][C:10](=[O:15])[C:9]=4[CH:8]=[CH:7]3)[CH2:36][CH2:35]2)[CH:31]=[CH:32][CH:33]=1. (2) Given the reactants Br[C:2]1[CH:3]=[CH:4][C:5]([N+:8]([O-:10])=[O:9])=[N:6][CH:7]=1.[NH:11]1[CH2:16][CH2:15][O:14][CH2:13][CH2:12]1.C(=O)([O-])[O-].[K+].[K+], predict the reaction product. The product is: [N:11]1([C:2]2[CH:3]=[CH:4][C:5]([NH2:8])=[N:6][CH:7]=2)[CH2:16][CH2:15][O:14][CH2:13][CH2:12]1.[N+:8]([C:5]1[N:6]=[CH:7][C:2]([N:11]2[CH2:16][CH2:15][O:14][CH2:13][CH2:12]2)=[CH:3][CH:4]=1)([O-:10])=[O:9]. (3) Given the reactants C(OC([N:6]=[S:7]([CH3:37])([C:9]1[CH:14]=[CH:13][CH:12]=[C:11]([CH2:15][O:16][C:17]2[CH:26]=[C:25]3[C:20]([C:21]([NH:27][C:28]4[CH:33]=[CH:32][N:31]=[C:30]([CH3:34])[CH:29]=4)=[N:22][CH:23]=[N:24]3)=[CH:19][C:18]=2[O:35][CH3:36])[CH:10]=1)=[O:8])=O)C, predict the reaction product. The product is: [CH3:34][C:30]1[CH:29]=[C:28]([NH:27][C:21]2[C:20]3[C:25](=[CH:26][C:17]([O:16][CH2:15][C:11]4[CH:10]=[C:9]([S:7]([CH3:37])(=[NH:6])=[O:8])[CH:14]=[CH:13][CH:12]=4)=[C:18]([O:35][CH3:36])[CH:19]=3)[N:24]=[CH:23][N:22]=2)[CH:33]=[CH:32][N:31]=1. (4) Given the reactants [CH2:1]([O:8][C:9]([N:11]1[CH2:16][CH2:15][N:14]([C:17]([O:19][C:20]([CH3:23])([CH3:22])[CH3:21])=[O:18])[C@H:13]([C:24]([OH:26])=O)[CH2:12]1)=[O:10])[C:2]1[CH:7]=[CH:6][CH:5]=[CH:4][CH:3]=1.C(N(C(C)C)CC)(C)C.F[P-](F)(F)(F)(F)F.[N:43]1(OC(N(C)C)=[N+](C)C)[C:47]2[CH:48]=[CH:49][CH:50]=[CH:51][C:46]=2N=N1.O.ON1[C:66]2[CH:67]=CC=[CH:70][C:65]=2N=N1, predict the reaction product. The product is: [C@H:47]1([NH:43][C:24]([C@@H:13]2[CH2:12][N:11]([C:9]([O:8][CH2:1][C:2]3[CH:3]=[CH:4][CH:5]=[CH:6][CH:7]=3)=[O:10])[CH2:16][CH2:15][N:14]2[C:17]([O:19][C:20]([CH3:21])([CH3:23])[CH3:22])=[O:18])=[O:26])[C:46]2[C:51](=[CH:70][CH:65]=[CH:66][CH:67]=2)[CH2:50][CH2:49][CH2:48]1. (5) Given the reactants [NH:1]1[C:9]2[C:4](=[CH:5][CH:6]=[CH:7][CH:8]=2)[C:3]([CH2:10][CH2:11]O)=[CH:2]1.C1(P(C2C=CC=CC=2)C2C=CC=CC=2)C=CC=CC=1.[Br:32]C(Br)(Br)Br, predict the reaction product. The product is: [Br:32][CH2:11][CH2:10][C:3]1[C:4]2[C:9](=[CH:8][CH:7]=[CH:6][CH:5]=2)[NH:1][CH:2]=1.